This data is from Forward reaction prediction with 1.9M reactions from USPTO patents (1976-2016). The task is: Predict the product of the given reaction. (1) Given the reactants [CH2:1]([NH:3][C:4]1[S:5][C@H:6]2[O:12][C@H:11]([C:13](=[O:22])[CH2:14][CH2:15][C:16]3[CH:21]=[CH:20][CH:19]=[CH:18][CH:17]=3)[C@@H:10]([OH:23])[C@H:9]([OH:24])[C@H:7]2[N:8]=1)[CH3:2].[BH4-].[Na+], predict the reaction product. The product is: [CH2:1]([NH:3][C:4]1[S:5][C@H:6]2[O:12][C@H:11]([C@@H:13]([OH:22])[CH2:14][CH2:15][C:16]3[CH:17]=[CH:18][CH:19]=[CH:20][CH:21]=3)[C@@H:10]([OH:23])[C@H:9]([OH:24])[C@H:7]2[N:8]=1)[CH3:2]. (2) Given the reactants [C:1]([O:5][C:6](=[O:26])[NH:7][C@:8]1([C:13]([NH:15][S:16]([C:19]2[CH:24]=[CH:23][CH:22]=[CH:21][C:20]=2[NH2:25])(=[O:18])=[O:17])=[O:14])[CH2:10][C@H:9]1[CH:11]=[CH2:12])([CH3:4])([CH3:3])[CH3:2].C([O-])([O-])=O.[Na+].[Na+].[C:33](Cl)(=[O:40])[CH2:34][CH2:35][CH2:36][CH2:37][CH:38]=[CH2:39].CCOC(C)=O, predict the reaction product. The product is: [C:1]([O:5][C:6](=[O:26])[NH:7][C@:8]1([C:13]([NH:15][S:16]([C:19]2[CH:24]=[CH:23][CH:22]=[CH:21][C:20]=2[NH:25][C:33](=[O:40])[CH2:34][CH2:35][CH2:36][CH2:37][CH:38]=[CH2:39])(=[O:18])=[O:17])=[O:14])[CH2:10][C@H:9]1[CH:11]=[CH2:12])([CH3:2])([CH3:3])[CH3:4]. (3) Given the reactants N1C2C(=C(N3CCN(CC4CCC5C(=CC=CC=5)N4)CC3)C=CC=2)C=C1.[F:27][C:28]([F:55])([F:54])[CH2:29][O:30][C:31]1[CH:36]=[CH:35][CH:34]=[CH:33][C:32]=1[N:37]1[CH2:42][CH2:41][N:40]([CH2:43][C:44]2[CH:53]=[CH:52][C:51]3[C:46](=[CH:47][CH:48]=[CH:49][CH:50]=3)[N:45]=2)[CH2:39][CH2:38]1, predict the reaction product. The product is: [NH:45]1[C:46]2[C:51](=[CH:50][CH:49]=[CH:48][CH:47]=2)[CH2:52][CH2:53][CH:44]1[CH2:43][N:40]1[CH2:41][CH2:42][N:37]([C:32]2[CH:33]=[CH:34][CH:35]=[CH:36][C:31]=2[O:30][CH2:29][C:28]([F:54])([F:55])[F:27])[CH2:38][CH2:39]1.